This data is from Forward reaction prediction with 1.9M reactions from USPTO patents (1976-2016). The task is: Predict the product of the given reaction. (1) Given the reactants CC(C)([O-:4])C.[K+].[N+:7]([CH2:9][C:10]([O:12][CH2:13][CH3:14])=[O:11])#[C-:8].[CH2:15]1[C:24](=O)[CH2:23][C:22]2[C:17](=[CH:18][CH:19]=[CH:20][CH:21]=2)[CH2:16]1.C(O)(=O)C, predict the reaction product. The product is: [C:16]1(=[C:9](/[NH:7][CH:8]=[O:4])\[C:10]([O:12][CH2:13][CH3:14])=[O:11])\[CH2:15][CH2:24][CH2:23][C:22]2[C:17]\1=[CH:18][CH:19]=[CH:20][CH:21]=2. (2) The product is: [Na+:64].[C:21]1([C:18]2[CH:19]=[CH:20][C:15]([N:13]([CH2:12][CH2:11][CH2:10][CH2:9][O:8][CH2:7][C:6]([O-:33])=[O:5])[CH3:14])=[N:16][C:17]=2[C:27]2[CH:32]=[CH:31][CH:30]=[CH:29][CH:28]=2)[CH:22]=[CH:23][CH:24]=[CH:25][CH:26]=1. Given the reactants C([O:5][C:6](=[O:33])[CH2:7][O:8][CH2:9][CH2:10][CH2:11][CH2:12][N:13]([C:15]1[CH:20]=[CH:19][C:18]([C:21]2[CH:26]=[CH:25][CH:24]=[CH:23][CH:22]=2)=[C:17]([C:27]2[CH:32]=[CH:31][CH:30]=[CH:29][CH:28]=2)[N:16]=1)[CH3:14])(C)(C)C.C1(C2C=CC(N(CCCCOCC(O)=O)C)=NC=2C2C=CC=CC=2)C=CC=CC=1.[OH-].[Na+:64], predict the reaction product. (3) Given the reactants CC1C=CC(S(O[CH2:12][C@H:13]([OH:24])[C:14]2[CH:15]=[N:16][C:17]([C:20]([F:23])([F:22])[F:21])=[CH:18][CH:19]=2)(=O)=O)=CC=1.[OH-].[K+], predict the reaction product. The product is: [O:24]1[CH2:12][C@H:13]1[C:14]1[CH:19]=[CH:18][C:17]([C:20]([F:21])([F:22])[F:23])=[N:16][CH:15]=1. (4) Given the reactants [C:1]([C:5]1[CH:10]=[CH:9][C:8]([CH2:11][N:12]2[C:16](=[O:17])[N:15]([CH2:18][CH3:19])[C:14]([CH2:20][CH2:21][CH2:22][C:23]3[CH:28]=[CH:27][C:26]([C:29]4[CH:34]=[CH:33][C:32]([O:35][CH3:36])=[C:31]([NH:37][S:38]([C:41]5[CH:46]=[CH:45][CH:44]=[CH:43][CH:42]=5)(=[O:40])=[O:39])[N:30]=4)=[CH:25][CH:24]=3)=[N:13]2)=[CH:7][CH:6]=1)([CH3:4])([CH3:3])[CH3:2].[C:47](=O)([O-])[O-].[K+].[K+].IC, predict the reaction product. The product is: [C:1]([C:5]1[CH:6]=[CH:7][C:8]([CH2:11][N:12]2[C:16](=[O:17])[N:15]([CH2:18][CH3:19])[C:14]([CH2:20][CH2:21][CH2:22][C:23]3[CH:28]=[CH:27][C:26]([C:29]4[CH:34]=[CH:33][C:32]([O:35][CH3:36])=[C:31]([N:37]([S:38]([C:41]5[CH:46]=[CH:45][CH:44]=[CH:43][CH:42]=5)(=[O:40])=[O:39])[CH3:47])[N:30]=4)=[CH:25][CH:24]=3)=[N:13]2)=[CH:9][CH:10]=1)([CH3:2])([CH3:3])[CH3:4].